This data is from NCI-60 drug combinations with 297,098 pairs across 59 cell lines. The task is: Regression. Given two drug SMILES strings and cell line genomic features, predict the synergy score measuring deviation from expected non-interaction effect. (1) Drug 1: C1=NC2=C(N1)C(=S)N=CN2. Drug 2: C1=NNC2=C1C(=O)NC=N2. Cell line: CCRF-CEM. Synergy scores: CSS=42.9, Synergy_ZIP=-1.51, Synergy_Bliss=-2.94, Synergy_Loewe=-5.44, Synergy_HSA=-0.507. (2) Drug 2: CC1=C2C(C(=O)C3(C(CC4C(C3C(C(C2(C)C)(CC1OC(=O)C(C(C5=CC=CC=C5)NC(=O)OC(C)(C)C)O)O)OC(=O)C6=CC=CC=C6)(CO4)OC(=O)C)O)C)O. Cell line: SNB-19. Drug 1: C1=NC2=C(N=C(N=C2N1C3C(C(C(O3)CO)O)F)Cl)N. Synergy scores: CSS=13.5, Synergy_ZIP=-11.4, Synergy_Bliss=-4.04, Synergy_Loewe=-16.2, Synergy_HSA=-3.25. (3) Drug 1: CCC1=CC2CC(C3=C(CN(C2)C1)C4=CC=CC=C4N3)(C5=C(C=C6C(=C5)C78CCN9C7C(C=CC9)(C(C(C8N6C)(C(=O)OC)O)OC(=O)C)CC)OC)C(=O)OC.C(C(C(=O)O)O)(C(=O)O)O. Drug 2: B(C(CC(C)C)NC(=O)C(CC1=CC=CC=C1)NC(=O)C2=NC=CN=C2)(O)O. Cell line: LOX IMVI. Synergy scores: CSS=39.8, Synergy_ZIP=-2.22, Synergy_Bliss=-3.42, Synergy_Loewe=0.477, Synergy_HSA=-0.460. (4) Drug 1: CC1=CC=C(C=C1)C2=CC(=NN2C3=CC=C(C=C3)S(=O)(=O)N)C(F)(F)F. Drug 2: CC1=C(C(=O)C2=C(C1=O)N3CC4C(C3(C2COC(=O)N)OC)N4)N. Cell line: HT29. Synergy scores: CSS=23.9, Synergy_ZIP=-0.526, Synergy_Bliss=2.58, Synergy_Loewe=-27.0, Synergy_HSA=0.487. (5) Drug 1: CNC(=O)C1=CC=CC=C1SC2=CC3=C(C=C2)C(=NN3)C=CC4=CC=CC=N4. Drug 2: CS(=O)(=O)CCNCC1=CC=C(O1)C2=CC3=C(C=C2)N=CN=C3NC4=CC(=C(C=C4)OCC5=CC(=CC=C5)F)Cl. Cell line: K-562. Synergy scores: CSS=38.6, Synergy_ZIP=2.14, Synergy_Bliss=4.02, Synergy_Loewe=-11.3, Synergy_HSA=4.02. (6) Drug 1: CC12CCC(CC1=CCC3C2CCC4(C3CC=C4C5=CN=CC=C5)C)O. Drug 2: C1CCC(C1)C(CC#N)N2C=C(C=N2)C3=C4C=CNC4=NC=N3. Cell line: SK-MEL-2. Synergy scores: CSS=-2.06, Synergy_ZIP=4.27, Synergy_Bliss=7.96, Synergy_Loewe=-0.783, Synergy_HSA=1.79. (7) Drug 1: CC1=C(C=C(C=C1)C(=O)NC2=CC(=CC(=C2)C(F)(F)F)N3C=C(N=C3)C)NC4=NC=CC(=N4)C5=CN=CC=C5. Drug 2: CNC(=O)C1=NC=CC(=C1)OC2=CC=C(C=C2)NC(=O)NC3=CC(=C(C=C3)Cl)C(F)(F)F. Cell line: M14. Synergy scores: CSS=7.31, Synergy_ZIP=-2.91, Synergy_Bliss=-3.74, Synergy_Loewe=3.40, Synergy_HSA=-4.39. (8) Drug 1: C(=O)(N)NO. Cell line: NCIH23. Drug 2: CCCCCOC(=O)NC1=NC(=O)N(C=C1F)C2C(C(C(O2)C)O)O. Synergy scores: CSS=-1.87, Synergy_ZIP=1.03, Synergy_Bliss=-1.45, Synergy_Loewe=-5.97, Synergy_HSA=-5.15. (9) Cell line: A498. Synergy scores: CSS=68.5, Synergy_ZIP=-5.21, Synergy_Bliss=-3.30, Synergy_Loewe=-16.8, Synergy_HSA=3.08. Drug 1: C1CCC(CC1)NC(=O)N(CCCl)N=O. Drug 2: CC1C(C(CC(O1)OC2CC(CC3=C2C(=C4C(=C3O)C(=O)C5=CC=CC=C5C4=O)O)(C(=O)C)O)N)O. (10) Drug 1: C1=CC=C(C=C1)NC(=O)CCCCCCC(=O)NO. Drug 2: CN(C(=O)NC(C=O)C(C(C(CO)O)O)O)N=O. Cell line: SK-OV-3. Synergy scores: CSS=6.97, Synergy_ZIP=-2.01, Synergy_Bliss=-1.07, Synergy_Loewe=-7.51, Synergy_HSA=-0.775.